From a dataset of NCI-60 drug combinations with 297,098 pairs across 59 cell lines. Regression. Given two drug SMILES strings and cell line genomic features, predict the synergy score measuring deviation from expected non-interaction effect. Drug 1: CC1=C(C(CCC1)(C)C)C=CC(=CC=CC(=CC(=O)O)C)C. Drug 2: CC1=C(N=C(N=C1N)C(CC(=O)N)NCC(C(=O)N)N)C(=O)NC(C(C2=CN=CN2)OC3C(C(C(C(O3)CO)O)O)OC4C(C(C(C(O4)CO)O)OC(=O)N)O)C(=O)NC(C)C(C(C)C(=O)NC(C(C)O)C(=O)NCCC5=NC(=CS5)C6=NC(=CS6)C(=O)NCCC[S+](C)C)O. Cell line: DU-145. Synergy scores: CSS=31.9, Synergy_ZIP=-8.72, Synergy_Bliss=-4.70, Synergy_Loewe=-19.8, Synergy_HSA=-0.922.